From a dataset of Reaction yield outcomes from USPTO patents with 853,638 reactions. Predict the reaction yield, written as a fraction of the theoretical maximum amount of product (1.0 means a 100% yield; for example, 0.34 means a 34% yield). (1) The reactants are [NH2:1][C:2]1[CH:7]=[CH:6][C:5]([C:8]2[N:13]=[C:12]([N:14]3[CH2:19][CH2:18][O:17][CH2:16][CH2:15]3)[N:11]=[C:10]([C:20]3[CH:25]=[CH:24][C:23]([NH:26][C:27]([NH:29][CH3:30])=[O:28])=[CH:22][CH:21]=3)[N:9]=2)=[CH:4][CH:3]=1.C(N(CC)CC)C.[C:38]([C:41]1[CH:46]=[CH:45][C:44]([NH:47][C:48](=[O:56])OC2C=CC=CC=2)=[CH:43][CH:42]=1)(=[O:40])[NH2:39]. The catalyst is CN(C=O)C. The product is [CH3:30][NH:29][C:27]([NH:26][C:23]1[CH:22]=[CH:21][C:20]([C:10]2[N:11]=[C:12]([N:14]3[CH2:15][CH2:16][O:17][CH2:18][CH2:19]3)[N:13]=[C:8]([C:5]3[CH:4]=[CH:3][C:2]([NH:1][C:48]([NH:47][C:44]4[CH:43]=[CH:42][C:41]([C:38]([NH2:39])=[O:40])=[CH:46][CH:45]=4)=[O:56])=[CH:7][CH:6]=3)[N:9]=2)=[CH:25][CH:24]=1)=[O:28]. The yield is 0.0530. (2) The reactants are [C:1]([O:7][CH2:8][CH3:9])(=[O:6])[CH2:2][C:3]([CH3:5])=O.[F:10][C:11]1[CH:12]=[C:13]([CH:16]=[CH:17][CH:18]=1)[CH:14]=O.[NH4+:19].[OH-:20]. The catalyst is CCO.C(Cl)Cl. The product is [F:10][C:11]1[CH:12]=[C:13]([CH:14]2[C:2]([C:1]([O:7][CH2:8][CH3:9])=[O:6])=[C:3]([CH3:5])[NH:19][C:3]([CH3:5])=[C:2]2[C:1]([O:7][CH2:8][CH3:9])=[O:20])[CH:16]=[CH:17][CH:18]=1. The yield is 0.700. (3) The reactants are [N+](=[CH2:3])=[N-].[CH3:4][C:5]([CH3:12])=[CH:6][CH2:7][CH2:8][C:9]([OH:11])=[O:10]. The catalyst is CCOCC. The product is [CH3:4][C:5]([CH3:12])=[CH:6][CH2:7][CH2:8][C:9]([O:11][CH3:3])=[O:10]. The yield is 1.00. (4) The reactants are [F:1][CH:2]([F:12])[O:3][C:4]1[N:8]([CH3:9])[N:7]=[C:6]([NH:10][NH2:11])[CH:5]=1.[Cl:13][C:14]1[CH:30]=[CH:29][C:17]([C:18]([CH:20]([C:26](=O)[CH3:27])[CH2:21][C:22]([O:24][CH3:25])=[O:23])=O)=[CH:16][CH:15]=1.O. The catalyst is C(O)C. The product is [Cl:13][C:14]1[CH:15]=[CH:16][C:17]([C:18]2[N:10]([C:6]3[CH:5]=[C:4]([O:3][CH:2]([F:1])[F:12])[N:8]([CH3:9])[N:7]=3)[N:11]=[C:26]([CH3:27])[C:20]=2[CH2:21][C:22]([O:24][CH3:25])=[O:23])=[CH:29][CH:30]=1. The yield is 0.940. (5) The reactants are [C:9](O[C:9]([O:11][C:12]([CH3:15])([CH3:14])[CH3:13])=[O:10])([O:11][C:12]([CH3:15])([CH3:14])[CH3:13])=[O:10].[NH:16]1[CH2:21][CH2:20][O:19][CH2:18][CH:17]1[C:22]([OH:24])=[O:23].C(=O)([O-])[O-].[K+].[K+]. The catalyst is CC(C)=O.O. The product is [C:12]([O:11][C:9]([N:16]1[CH2:21][CH2:20][O:19][CH2:18][CH:17]1[C:22]([OH:24])=[O:23])=[O:10])([CH3:13])([CH3:14])[CH3:15]. The yield is 0.840. (6) The reactants are [CH3:1][C@:2]12[CH2:18][CH2:17][C@H:16]3[C@@H:7]([CH2:8][CH2:9][C:10]4[C@@H:15]3[CH2:14][CH2:13][C:12](=[O:19])[CH:11]=4)[C@@H:6]1[CH2:5][CH2:4][C:3]2=[O:20].C1(Cl)C(=O)C(Cl)=C(Cl)C(=O)C=1Cl.CCOC(C)=O.CCCCCC. The catalyst is C(O)C. The product is [CH3:1][C@:2]12[CH2:18][CH2:17][C@H:16]3[C@@H:7]([CH:8]=[CH:9][C:10]4[C@@H:15]3[CH2:14][CH2:13][C:12](=[O:19])[CH:11]=4)[C@@H:6]1[CH2:5][CH2:4][C:3]2=[O:20]. The yield is 0.460. (7) The reactants are C([O-])([O-])=O.[Na+].[Na+].CC(C)=O.O([C:19]([O:21][C:22]([CH3:25])([CH3:24])[CH3:23])=[O:20])[C:19]([O:21][C:22]([CH3:25])([CH3:24])[CH3:23])=[O:20].C[O:27][C:28]1[CH:29]=[C:30]([NH:34]C2N=C(NC3CCCC(C(=O)C=C(C)C)C3)C(C(F)(F)F)=CN=2)[CH:31]=[CH:32][CH:33]=1. The catalyst is O. The product is [C:22]([O:21][C:19](=[O:20])[NH:34][C:30]1[CH:31]=[CH:32][CH:33]=[C:28]([OH:27])[CH:29]=1)([CH3:23])([CH3:24])[CH3:25]. The yield is 0.850.